Dataset: Full USPTO retrosynthesis dataset with 1.9M reactions from patents (1976-2016). Task: Predict the reactants needed to synthesize the given product. (1) Given the product [C:1]([O:5][C:6](=[O:20])[NH:7][C@H:8]1[CH2:14][S:13][C:12]2[CH:15]=[CH:16][CH:17]=[CH:18][C:11]=2[N:10]([CH3:21])[C:9]1=[O:19])([CH3:4])([CH3:2])[CH3:3], predict the reactants needed to synthesize it. The reactants are: [C:1]([O:5][C:6](=[O:20])[NH:7][C@H:8]1[CH2:14][S:13][C:12]2[CH:15]=[CH:16][CH:17]=[CH:18][C:11]=2[NH:10][C:9]1=[O:19])([CH3:4])([CH3:3])[CH3:2].[C:21]([O-])([O-])=O.[Cs+].[Cs+].CI. (2) Given the product [F:19][C:18]1[C:17]([C:6]2[CH:7]=[CH:8][C:3]([CH2:2][OH:1])=[CH:4][CH:5]=2)=[CH:16][C:15]([C:20]2[N:25]3[N:26]=[CH:27][C:28]([C:29]([C:31]4[S:32][CH:33]=[CH:34][CH:35]=4)=[O:30])=[C:24]3[N:23]=[CH:22][CH:21]=2)=[CH:14][CH:13]=1, predict the reactants needed to synthesize it. The reactants are: [OH:1][CH2:2][C:3]1[CH:8]=[CH:7][C:6](B(O)O)=[CH:5][CH:4]=1.Br[C:13]1[CH:14]=[C:15]([C:20]2[N:25]3[N:26]=[CH:27][C:28]([C:29]([C:31]4[S:32][CH:33]=[CH:34][CH:35]=4)=[O:30])=[C:24]3[N:23]=[CH:22][CH:21]=2)[CH:16]=[CH:17][C:18]=1[F:19]. (3) Given the product [C:38]([OH:43])(=[O:42])[C:39]([OH:41])=[O:40].[N:1]1[CH:6]=[CH:5][CH:4]=[CH:3][C:2]=1[N:7]([CH2:31][CH2:32][C:33]([O:35][CH2:36][CH3:37])=[O:34])[C:8]([C:10]1[CH:30]=[CH:29][C:13]2[N:14]([CH3:28])[C:15]([CH2:17][NH:18][C:19]3[CH:24]=[CH:23][C:22]([C:25](=[NH:26])[NH2:27])=[CH:21][CH:20]=3)=[N:16][C:12]=2[CH:11]=1)=[O:9], predict the reactants needed to synthesize it. The reactants are: [N:1]1[CH:6]=[CH:5][CH:4]=[CH:3][C:2]=1[N:7]([CH2:31][CH2:32][C:33]([O:35][CH2:36][CH3:37])=[O:34])[C:8]([C:10]1[CH:30]=[CH:29][C:13]2[N:14]([CH3:28])[C:15]([CH2:17][NH:18][C:19]3[CH:24]=[CH:23][C:22]([C:25](=[NH:27])[NH2:26])=[CH:21][CH:20]=3)=[N:16][C:12]=2[CH:11]=1)=[O:9].[C:38]([OH:43])(=[O:42])[C:39]([OH:41])=[O:40].